From a dataset of Reaction yield outcomes from USPTO patents with 853,638 reactions. Predict the reaction yield, written as a fraction of the theoretical maximum amount of product (1.0 means a 100% yield; for example, 0.34 means a 34% yield). The reactants are [Cl:1][C:2]1[CH:3]=[C:4]([CH:9]([NH:11][C:12]2[CH:13]=[C:14]([N:24]3[CH2:29][CH2:28][N:27](C(OC(C)(C)C)=O)[CH2:26][CH2:25]3)[CH:15]=[CH:16][C:17]=2[C:18](=[O:23])[C:19]([F:22])([F:21])[F:20])[CH3:10])[CH:5]=[C:6]([Cl:8])[CH:7]=1.Cl. The catalyst is ClCCl.C(OCC)C. The product is [ClH:1].[Cl:1][C:2]1[CH:3]=[C:4]([CH:9]([NH:11][C:12]2[CH:13]=[C:14]([N:24]3[CH2:29][CH2:28][NH:27][CH2:26][CH2:25]3)[CH:15]=[CH:16][C:17]=2[C:18](=[O:23])[C:19]([F:20])([F:22])[F:21])[CH3:10])[CH:5]=[C:6]([Cl:8])[CH:7]=1. The yield is 0.950.